This data is from Experimentally validated miRNA-target interactions with 360,000+ pairs, plus equal number of negative samples. The task is: Binary Classification. Given a miRNA mature sequence and a target amino acid sequence, predict their likelihood of interaction. (1) The miRNA is hsa-miR-5703 with sequence AGGAGAAGUCGGGAAGGU. The protein sequence of the target gene is MSPGLLLLGSAVLLAFGLCCTFVHRARSRYEHIPGPPRPSFLLGHLPYFWKKDEDCGRVLQDVFLDWAKKYGPVVRVNVFYKTSVIVTSPESVKKFLMSTKYNKDSKMYRALQTVFGERLFGQGLVSECDYGRWYKQRKVMDLAFSRSSLVSLMETFNEKAEQLVEILEAKADGQTPVSMQDMLTCATIDILAKAAFGMETSMLLGAQKPLSQAVKVMLEGISASRNTLAKFMPGKRKQLREIRESIRLLRQVGKDWVQRRREALKRGEDMPADILTQILKAEEGAQDDEVLLDNFVTFF.... Result: 0 (no interaction). (2) The miRNA is hsa-miR-4444 with sequence CUCGAGUUGGAAGAGGCG. The protein sequence of the target gene is MAPPAPGPASGGSGEVDELFDVKNAFYIGSYQQCINEAQRVKLSSPERDVERDVFLYRAYLAQRKFGVVLDEIKPSSAPELQAVRMFADYLAHESRRDSIVAELDREMSRSVDVTNTTFLLMAASIYLHDQNPDAALRALHQGDSLECTAMTVQILLKLDRLDLARKELKRMQDLDEDATLTQLATAWVSLATGGEKLQDAYYIFQEMADKCSPTLLLLNGQAACHMAQGRWEAAEGLLQEALDKDSGYPETLVNLIVLSQHLGKPPEVTNRYLSQLKDAHRSHPFIKEYQAKENDFDRL.... Result: 0 (no interaction). (3) The miRNA is hsa-miR-16-2-3p with sequence CCAAUAUUACUGUGCUGCUUUA. The protein sequence of the target gene is MIYEESKMNLEQERPFVCSAPGCSQRFPTEDHLMIHRHKHEMTLKFPSIKTDNMLSDQTPTPTRFLKNCEEVGLFSELDCSLEHEFRKAQEEESSKRNISMHNAVGGAMTGPGTHQLSSARLPNHDTNVVIQQAMPSPQSSSVITQAPSTNRQIGPVPGSLSSLLHLHNRQRQPMPASMPGTLPNPTMPGSSAVLMPMERQMSVNSSIMGMQGPNLSNPCASPQVQPMHSEAKMRLKAALTHHPAAMSNGNMNTMGHMMEMMGSRQDQTPHHHMHSHPHQHQTLPPHHPYPHQHQHPAHH.... Result: 0 (no interaction). (4) The miRNA is hsa-miR-4799-5p with sequence AUCUAAAUGCAGCAUGCCAGUC. The protein sequence of the target gene is MQTSETGSDTGSTVTLQTSVASQAAVPTQVVQQVPVQQQVQQVQTVQQVQHVYPAQVQYVEGSDTVYTNGAIRTTTYPYTETQMYSQNTGGNYFDTQGSSAQVTTVVSSHSMVGTGGIQMGVTGGQLISSSGGTYLIGNSMENSGHSVTHTTRASPATIEMAIETLQKSDGLSTHRSSLLNSHLQWLLDNYETAEGVSLPRSTLYNHYLRHCQEHKLDPVNAASFGKLIRSIFMGLRTRRLGTRGNSKYHYYGIRVKPDSPLNRLQEDMQYMAMRQQPMQQKQRYKPMQKVDGVADGFTG.... Result: 0 (no interaction). (5) The protein sequence of the target gene is MNLWLLACLVAGFLGAWAPAVHTQGVFEDCCLAYHYPIGWAVLRRAWTYRIQEVSGSCNLPAAIFYLPKRHRKVCGNPKSREVQRAMKLLDARNKVFAKLHHNTQTFQAGPHAVKKLSSGNSKLSSSKFSNPISSSKRNVSLLISANSGL. Result: 0 (no interaction). The miRNA is hsa-miR-30e-3p with sequence CUUUCAGUCGGAUGUUUACAGC. (6) The miRNA is hsa-miR-4687-5p with sequence CAGCCCUCCUCCCGCACCCAAA. The protein sequence of the target gene is MAVEDEGLRVFQSVKIKIGEAKNLPSYPGPSKMRDCYCTVNLDQEEVFRTKIVEKSLCPFYGEDFYCEIPRSFRHLSFYIFDRDVFRRDSIIGKVAIQKEDLQKYHNRDTWFQLQHVDADSEVQGKVHLELRLSEVITDTGVVCHKLATRIVECQGLPIVNGQCDPYATVTLAGPFRSEAKKTKVKRKTNNPQFDEVFYFEVTRPCSYSKKSHFDFEEEDVDKLEIRVDLWNASNLKFGDEFLGELRIPLKVLRQSSSYEAWYFLQPRDNGSKSLKPDDLGSLRLNVVYTEDHVFSSDYY.... Result: 0 (no interaction). (7) The miRNA is hsa-miR-7-1-3p with sequence CAACAAAUCACAGUCUGCCAUA. The protein sequence of the target gene is MVQRLWVSRLLRHRKAQLLLVNLLTFGLEVCLAAGITYVPPLLLEVGVEEKFMTMVLGIGPVLGLVCVPLLGSASDHWRGRYGRRRPFIWALSLGILLSLFLIPRAGWLAGLLCPDPRPLELALLILGVGLLDFCGQVCFTPLEALLSDLFRDPDHCRQAYSVYAFMISLGGCLGYLLPAIDWDTSALAPYLGTQEECLFGLLTLIFLTCVAATLLVAEEAALGPTEPAEGLSAPSLSPHCCPCRARLAFRNLGALLPRLHQLCCRMPRTLRRLFVAELCSWMALMTFTLFYTDFVGEGL.... Result: 0 (no interaction). (8) The miRNA is hsa-miR-193a-3p with sequence AACUGGCCUACAAAGUCCCAGU. The protein sequence of the target gene is MRLRGCGPRAAPASSAGASDARLLAPPGRNPFVHELRLSALQKAQVALMTLTLFPVRLLVAAAMMLLAWPLALVASLGSAEKEPEQPPALWRKVVDFLLKAIMRTMWFAGGFHRVAVKGRQALPTEAAILTLAPHSSYFDAIPVTMTMSSIVMKAESRDIPIWGTLIQYIRPVFVSRSDQDSRRKTVEEIKRRAQSNGKWPQIMIFPEGTCTNRTCLITFKPGAFIPGAPVQPVVLRYPNKLDTITWTWQGPGALEILWLTLCQFHNQVEIEFLPVYSPSEEEKRNPALYASNVRRVMAE.... Result: 1 (interaction). (9) The miRNA is mmu-miR-590-5p with sequence GAGCUUAUUCAUAAAAGUGCAG. The protein sequence of the target gene is MSTKPDMIQKCLWLEILMGIFIAGTLSLDCNLLNVHLRRVTWQNLRHLSSMSNSFPVECLRENIAFELPQEFLQYTQPMKRDIKKAFYEMSLQAFNIFSQHTFKYWKERHLKQIQIGLDQQAEYLNQCLEEDKNENEDMKEMKENEMKPSEARVPQLSSLELRRYFHRIDNFLKEKKYSDCAWEIVRVEIRRCLYYFYKFTALFRRK. Result: 0 (no interaction). (10) The miRNA is mmu-miR-339-3p with sequence UGAGCGCCUCGGCGACAGAGCCG. The protein sequence of the target gene is MASGACQGCEEEEEEEALKKLIVRLNNVQEGKQIETLLQLLEDMLVFTYSDRASKLFEDKNFHVPLLIVLDSYMRVASVQQAGWSLLCKLIEVCPGTLQSLIGPQDIGNDWEVLGIHRLILKMLTVHHANVNLSIVGLKALDLLLDSGKLTLLILDEECDIFLLIFDAMHRYSANDEVQKLGCKALHVLFERVSEEQLTEFVENKDYTILLSTFGSFRRDKEIVYHVLCCLHSLAVTCSNVEVLMSGNVRCYNLVVEAMKAFPTNENIQEVSCSLFQKLTLGNFFNILVLNEVHVFVVKA.... Result: 0 (no interaction).